From a dataset of CYP2C19 inhibition data for predicting drug metabolism from PubChem BioAssay. Regression/Classification. Given a drug SMILES string, predict its absorption, distribution, metabolism, or excretion properties. Task type varies by dataset: regression for continuous measurements (e.g., permeability, clearance, half-life) or binary classification for categorical outcomes (e.g., BBB penetration, CYP inhibition). Dataset: cyp2c19_veith. (1) The molecule is CCN(CC)CC(=O)c1c[nH]c2ccc(OC)cc12. The result is 1 (inhibitor). (2) The compound is CN(Cc1cccc2ccccc12)Cc1cccc2ccccc12. The result is 1 (inhibitor). (3) The drug is CC(C)OC(=O)c1sc2nc(-c3ccccc3)ccc2c1N. The result is 1 (inhibitor). (4) The molecule is NCC(=O)Nc1ccc(Cl)cc1C(=O)c1ccc[nH]1. The result is 0 (non-inhibitor). (5) The drug is CC(C)COP(=O)(OCC(C)C)C(O)c1ccccc1F. The result is 0 (non-inhibitor). (6) The compound is CCOc1cc(/C=N/NC(=O)CNc2cccc(C)c2)ccc1OC(=O)c1ccccc1. The result is 1 (inhibitor). (7) The drug is COc1cccc(Cn2c(=O)cnc3cnc(N4CCOCC4)nc32)c1. The result is 1 (inhibitor). (8) The compound is N[C@H](Cc1ccccc1)c1nn[nH]n1. The result is 0 (non-inhibitor).